Task: Predict the product of the given reaction.. Dataset: Forward reaction prediction with 1.9M reactions from USPTO patents (1976-2016) (1) The product is: [CH2:1]([O:4][C@@H:5]1[C@@H:9]([CH2:10][O:11][Si:52]([C:65]([CH3:68])([CH3:67])[CH3:66])([C:59]2[CH:60]=[CH:61][CH:62]=[CH:63][CH:64]=2)[C:53]2[CH:58]=[CH:57][CH:56]=[CH:55][CH:54]=2)[O:8][C@@H:7]([N:12]2[C:29]3[N:28]=[CH:27][N:26]=[C:16]([NH:17][C:18](=[O:25])[C:19]4[CH:24]=[CH:23][CH:22]=[CH:21][CH:20]=4)[C:15]=3[N:14]=[CH:13]2)[C@@H:6]1[OH:30])[CH:2]=[CH2:3]. Given the reactants [CH2:1]([O:4][C@@H:5]1[C@@H:9]([CH2:10][OH:11])[O:8][C@@H:7]([N:12]2[C:29]3[N:28]=[CH:27][N:26]=[C:16]([NH:17][C:18](=[O:25])[C:19]4[CH:24]=[CH:23][CH:22]=[CH:21][CH:20]=4)[C:15]=3[N:14]=[CH:13]2)[C@@H:6]1[OH:30])[CH:2]=[CH2:3].O=P12OP3(OP(OP(O3)(O1)=O)(=O)O2)=O.C(N(CC)CC)C.[Si:52](Cl)([C:65]([CH3:68])([CH3:67])[CH3:66])([C:59]1[CH:64]=[CH:63][CH:62]=[CH:61][CH:60]=1)[C:53]1[CH:58]=[CH:57][CH:56]=[CH:55][CH:54]=1, predict the reaction product. (2) Given the reactants [Cl:1][C:2]1[C:15]([C:16]2[N:24]=[C:23](Cl)[N:22]=[C:21]3[C:17]=2[N:18]=[CH:19][N:20]3C2CCC[CH2:28][O:27]2)=[CH:14][C:5]([O:6][CH2:7][CH2:8][N:9]([CH2:12][CH3:13])[CH2:10][CH3:11])=[C:4]([CH3:32])[CH:3]=1.[CH2:33]([NH:35][C:36](=[O:39])[CH2:37][SH:38])[CH3:34], predict the reaction product. The product is: [Cl:1][C:2]1[CH:3]=[C:4]([CH3:32])[C:5]([O:6][CH2:7][CH2:8][N:9]([CH2:12][CH3:13])[CH2:10][CH3:11])=[CH:14][C:15]=1[C:16]1[N:24]=[C:23]([S:38][CH2:37][C:36]([NH:35][CH2:33][CH3:34])=[O:39])[N:22]=[C:21]2[C:17]=1[N:18]=[CH:19][NH:20]2.[CH:28]([O-:27])=[O:39]. (3) Given the reactants [CH2:1]([O:8][C:9]1[CH:14]=[N:13][C:12]([C:15]([O:17]CC)=[CH2:16])=[CH:11][N:10]=1)[C:2]1[CH:7]=[CH:6][CH:5]=[CH:4][CH:3]=1.[Br:20]N1C(=O)CCC1=O, predict the reaction product. The product is: [CH2:1]([O:8][C:9]1[N:10]=[CH:11][C:12]([C:15](=[O:16])[CH2:17][Br:20])=[N:13][CH:14]=1)[C:2]1[CH:7]=[CH:6][CH:5]=[CH:4][CH:3]=1.